From a dataset of CYP2C9 inhibition data for predicting drug metabolism from PubChem BioAssay. Regression/Classification. Given a drug SMILES string, predict its absorption, distribution, metabolism, or excretion properties. Task type varies by dataset: regression for continuous measurements (e.g., permeability, clearance, half-life) or binary classification for categorical outcomes (e.g., BBB penetration, CYP inhibition). Dataset: cyp2c9_veith. (1) The molecule is Cc1ccccc1OC/C(O)=C(\C#N)c1nc2ccccc2[nH]1. The result is 0 (non-inhibitor). (2) The molecule is COc1ccc(C2CC(=O)C(C=NCCN3CCOCC3)=C(O)C2)cc1. The result is 0 (non-inhibitor). (3) The molecule is CCC/C=C(\CCC)C(NC(=O)OCC(C)C)c1ccccc1. The result is 0 (non-inhibitor). (4) The drug is Cc1ccc(OCCNC(=O)/C=C/c2ccc([N+](=O)[O-])cc2)cc1C. The result is 0 (non-inhibitor). (5) The molecule is CCn1ccc(C(=O)NC2C(=O)N3C(C(=O)O)=C(C)CSC23)n1. The result is 0 (non-inhibitor).